This data is from Full USPTO retrosynthesis dataset with 1.9M reactions from patents (1976-2016). The task is: Predict the reactants needed to synthesize the given product. Given the product [O:26]=[C:14]1[CH2:15][NH:16][CH2:17][CH2:18][N:13]1[C:8]1[CH:9]=[N:10][C:11]2[C:6]([CH:7]=1)=[CH:5][CH:4]=[C:3]([C:1]#[N:2])[CH:12]=2, predict the reactants needed to synthesize it. The reactants are: [C:1]([C:3]1[CH:12]=[C:11]2[C:6]([CH:7]=[C:8]([N:13]3[CH2:18][CH2:17][N:16](C(OC(C)(C)C)=O)[CH2:15][C:14]3=[O:26])[CH:9]=[N:10]2)=[CH:5][CH:4]=1)#[N:2].C(O)(C(F)(F)F)=O.